Task: Predict the product of the given reaction.. Dataset: Forward reaction prediction with 1.9M reactions from USPTO patents (1976-2016) (1) Given the reactants [CH3:1][O:2][C:3]1[CH:4]=[N:5][C:6]2[CH:7]=[CH:8][CH:9]=[C:10]([CH:13]=[O:14])[C:11]=2[N:12]=1.[BH4-].[Na+].C1COCC1.O, predict the reaction product. The product is: [CH3:1][O:2][C:3]1[CH:4]=[N:5][C:6]2[C:11]([N:12]=1)=[C:10]([CH2:13][OH:14])[CH:9]=[CH:8][CH:7]=2. (2) Given the reactants C([O:8][C:9]1[CH:14]=[C:13]([O:15]CC2C=CC=CC=2)[C:12]([C:23]([CH3:25])=[CH2:24])=[CH:11][C:10]=1[C:26]([N:28]1[CH2:33][CH2:32][CH:31]([CH2:34][CH:35]=O)[CH2:30][CH2:29]1)=[O:27])C1C=CC=CC=1.[CH:37]1([O:42][C:43](=[O:48])[C:44]([CH3:47])([CH3:46])[NH2:45])[CH2:41][CH2:40][CH2:39][CH2:38]1, predict the reaction product. The product is: [OH:8][C:9]1[CH:14]=[C:13]([OH:15])[C:12]([CH:23]([CH3:24])[CH3:25])=[CH:11][C:10]=1[C:26]([N:28]1[CH2:33][CH2:32][CH:31]([CH2:34][CH2:35][NH:45][C:44]([CH3:46])([C:43]([O:42][CH:37]2[CH2:38][CH2:39][CH2:40][CH2:41]2)=[O:48])[CH3:47])[CH2:30][CH2:29]1)=[O:27]. (3) Given the reactants C(OC([N:8]([CH2:34][C@@H:35]([C:37]1[CH:42]=[CH:41][CH:40]=[C:39]([Cl:43])[CH:38]=1)[OH:36])[C@H:9]([CH3:33])[CH2:10][C:11]1[CH:16]=[CH:15][C:14]([S:17]([C:20]2[CH:28]=[CH:27][CH:26]=[C:25]([O:29]COC)[C:21]=2[C:22]([OH:24])=[O:23])(=[O:19])=[O:18])=[CH:13][CH:12]=1)=O)(C)(C)C.Cl, predict the reaction product. The product is: [ClH:43].[Cl:43][C:39]1[CH:38]=[C:37]([C@@H:35]([OH:36])[CH2:34][NH:8][C@H:9]([CH3:33])[CH2:10][C:11]2[CH:12]=[CH:13][C:14]([S:17]([C:20]3[CH:28]=[CH:27][CH:26]=[C:25]([OH:29])[C:21]=3[C:22]([OH:24])=[O:23])(=[O:18])=[O:19])=[CH:15][CH:16]=2)[CH:42]=[CH:41][CH:40]=1. (4) Given the reactants Br[CH2:2][C:3]1[CH:8]=[CH:7][C:6]([Cl:9])=[CH:5][C:4]=1[F:10].[F:11][C:12]([F:29])([F:28])[O:13][C:14]1[CH:19]=[CH:18][C:17]([C:20]2[CH:21]=[CH:22][C:23]([CH:26]=[O:27])=[N:24][CH:25]=2)=[CH:16][CH:15]=1, predict the reaction product. The product is: [Cl:9][C:6]1[CH:7]=[CH:8][C:3]([CH2:2][CH:26]([C:23]2[CH:22]=[CH:21][C:20]([C:17]3[CH:16]=[CH:15][C:14]([O:13][C:12]([F:29])([F:11])[F:28])=[CH:19][CH:18]=3)=[CH:25][N:24]=2)[OH:27])=[C:4]([F:10])[CH:5]=1. (5) Given the reactants [Cl:1][C:2]1[C:7]([Cl:8])=[C:6](B2OC(C)(C)C(C)(C)O2)[CH:5]=[CH:4][C:3]=1[OH:18].I[C:20]1[N:25]=[C:24]([NH2:26])[N:23]=[C:22]([NH:27][CH3:28])[CH:21]=1, predict the reaction product. The product is: [NH2:26][C:24]1[N:25]=[C:20]([C:6]2[CH:5]=[CH:4][C:3]([OH:18])=[C:2]([Cl:1])[C:7]=2[Cl:8])[CH:21]=[C:22]([NH:27][CH3:28])[N:23]=1. (6) Given the reactants [C:1]([O:5][C:6](=[O:23])[NH:7][C@H:8]1[C@H:13]([O:14][Si:15]([C:18]([CH3:21])([CH3:20])[CH3:19])([CH3:17])[CH3:16])[C@@H:12]([CH3:22])[CH2:11][NH:10][CH2:9]1)([CH3:4])([CH3:3])[CH3:2].[CH2:24]([O:31][C:32](ON1C(=O)CCC1=O)=[O:33])[C:25]1[CH:30]=[CH:29][CH:28]=[CH:27][CH:26]=1.C(N(CC)CC)C, predict the reaction product. The product is: [CH2:24]([O:31][C:32]([N:10]1[CH2:11][C@H:12]([CH3:22])[C@@H:13]([O:14][Si:15]([C:18]([CH3:21])([CH3:20])[CH3:19])([CH3:16])[CH3:17])[C@H:8]([NH:7][C:6]([O:5][C:1]([CH3:4])([CH3:2])[CH3:3])=[O:23])[CH2:9]1)=[O:33])[C:25]1[CH:30]=[CH:29][CH:28]=[CH:27][CH:26]=1.